The task is: Predict the reactants needed to synthesize the given product.. This data is from Full USPTO retrosynthesis dataset with 1.9M reactions from patents (1976-2016). (1) Given the product [NH:26]1[C:27]2[C:23](=[CH:22][C:21]([NH:20][C:2]3[C:3]4[C:10]5[CH2:11][CH2:12][CH:13]([C:15]([O:17][CH2:18][CH3:19])=[O:16])[CH2:14][C:9]=5[S:8][C:4]=4[N:5]=[CH:6][N:7]=3)=[CH:29][CH:28]=2)[CH:24]=[N:25]1, predict the reactants needed to synthesize it. The reactants are: Cl[C:2]1[C:3]2[C:10]3[CH2:11][CH2:12][CH:13]([C:15]([O:17][CH2:18][CH3:19])=[O:16])[CH2:14][C:9]=3[S:8][C:4]=2[N:5]=[CH:6][N:7]=1.[NH2:20][C:21]1[CH:22]=[C:23]2[C:27](=[CH:28][CH:29]=1)[NH:26][N:25]=[CH:24]2.Cl.O1CCOCC1. (2) Given the product [Cl:28][C:13]1[C:14]([NH:16][C:17]2[CH:26]=[CH:25][C:24]([F:27])=[CH:23][C:18]=2[C:19]([NH:21][CH3:22])=[O:20])=[CH:15][C:10]([NH:7][C:5]2[C:4]([CH3:8])=[N:3][N:2]([CH3:1])[CH:6]=2)=[N:11][CH:12]=1, predict the reactants needed to synthesize it. The reactants are: [CH3:1][N:2]1[CH:6]=[C:5]([NH2:7])[C:4]([CH3:8])=[N:3]1.Cl[C:10]1[CH:15]=[C:14]([NH:16][C:17]2[CH:26]=[CH:25][C:24]([F:27])=[CH:23][C:18]=2[C:19]([NH:21][CH3:22])=[O:20])[C:13]([Cl:28])=[CH:12][N:11]=1. (3) Given the product [ClH:31].[CH2:1]([O:3]/[CH:4]=[C:5]1\[C:6](=[O:27])[C:7]2[C:12]([O:13][C:14]3\1[CH2:19][CH2:18][NH:17][CH2:16][CH2:15]3)=[CH:11][CH:10]=[CH:9][CH:8]=2)[CH3:2], predict the reactants needed to synthesize it. The reactants are: [CH2:1]([O:3][CH:4](OCC)[CH:5]1[C:14]2([CH2:19][CH2:18][N:17](C(OC(C)(C)C)=O)[CH2:16][CH2:15]2)[O:13][C:12]2[C:7](=[CH:8][CH:9]=[CH:10][CH:11]=2)[C:6]1=[O:27])[CH3:2].[ClH:31]. (4) Given the product [CH3:1][C:2]1[S:3][C:4]([C:16]2[C:17]3[C:22](=[CH:21][CH:20]=[C:19]([Br:23])[CH:18]=3)[C:13]([CH3:25])([CH3:12])[CH2:14][CH:15]=2)=[CH:5][CH:6]=1, predict the reactants needed to synthesize it. The reactants are: [CH3:1][C:2]1[S:3][CH:4]=[CH:5][CH:6]=1.[Li]CCCC.[CH3:12][C:13]1([CH3:25])[C:22]2[C:17](=[CH:18][C:19]([Br:23])=[CH:20][CH:21]=2)[C:16](=O)[CH2:15][CH2:14]1. (5) Given the product [NH2:1][C:2]1[N:3]=[C:4]([C:11]2[CH:16]=[CH:15][CH:14]=[CH:13][CH:12]=2)[C:5]([C:9]#[N:10])=[C:6](/[CH:17]=[CH:18]/[C:19]2[CH:24]=[CH:23][CH:22]=[CH:21][CH:20]=2)[N:7]=1, predict the reactants needed to synthesize it. The reactants are: [NH2:1][C:2]1[N:7]=[C:6](Cl)[C:5]([C:9]#[N:10])=[C:4]([C:11]2[CH:16]=[CH:15][CH:14]=[CH:13][CH:12]=2)[N:3]=1.[CH:17](/B(O)O)=[CH:18]\[C:19]1[CH:24]=[CH:23][CH:22]=[CH:21][CH:20]=1.C(=O)([O-])[O-].[Na+].[Na+].